This data is from Full USPTO retrosynthesis dataset with 1.9M reactions from patents (1976-2016). The task is: Predict the reactants needed to synthesize the given product. (1) Given the product [CH2:1]([O:8][C:9]1[CH:14]=[CH:13][CH:12]=[CH:11][C:10]=1[C:15]1[NH:16][C:17](=[O:25])[C:18](=[C:21]([S:23]([CH3:24])=[O:34])[CH:22]=1)[C:19]#[N:20])[C:2]1[CH:3]=[CH:4][CH:5]=[CH:6][CH:7]=1, predict the reactants needed to synthesize it. The reactants are: [CH2:1]([O:8][C:9]1[CH:14]=[CH:13][CH:12]=[CH:11][C:10]=1[C:15]1[NH:16][C:17](=[O:25])[C:18](=[C:21]([S:23][CH3:24])[CH:22]=1)[C:19]#[N:20])[C:2]1[CH:7]=[CH:6][CH:5]=[CH:4][CH:3]=1.ClC1C=CC=C(C(OO)=[O:34])C=1. (2) The reactants are: Cl[C:2]1[C:3]2[N:11]=[C:10]([C:12]3[CH:17]=[CH:16][CH:15]=[C:14]([O:18][C:19]([F:22])([F:21])[F:20])[CH:13]=3)[CH:9]=[CH:8][C:4]=2[N:5]=[CH:6][N:7]=1.[NH3:23]. Given the product [F:20][C:19]([F:22])([F:21])[O:18][C:14]1[CH:13]=[C:12]([C:10]2[CH:9]=[CH:8][C:4]3[N:5]=[CH:6][N:7]=[C:2]([NH2:23])[C:3]=3[N:11]=2)[CH:17]=[CH:16][CH:15]=1, predict the reactants needed to synthesize it. (3) Given the product [Cl:1][C:2]1[CH:7]=[CH:6][C:5]([C:8]([N:15]2[C:23]3[C:18](=[C:19]([NH:24][S:25]([CH3:28])(=[O:26])=[O:27])[CH:20]=[CH:21][CH:22]=3)[CH:17]=[CH:16]2)([CH2:13][CH3:14])[C:9]#[C:10][C:11]#[N:12])=[CH:4][CH:3]=1, predict the reactants needed to synthesize it. The reactants are: [Cl:1][C:2]1[CH:7]=[CH:6][C:5]([C:8]([N:15]2[C:23]3[C:18](=[C:19]([N:24](COCC[Si](C)(C)C)[S:25]([CH3:28])(=[O:27])=[O:26])[CH:20]=[CH:21][CH:22]=3)[CH:17]=[CH:16]2)([CH2:13][CH3:14])[C:9]#[C:10][C:11]#[N:12])=[CH:4][CH:3]=1.Cl.